This data is from Full USPTO retrosynthesis dataset with 1.9M reactions from patents (1976-2016). The task is: Predict the reactants needed to synthesize the given product. (1) Given the product [CH2:1]([O:8][C:9]1[CH:10]=[CH:11][C:12]([CH2:15][C@H:16]([O:29][CH2:30][CH3:31])[C:17]([OH:18])=[O:33])=[CH:13][CH:14]=1)[C:2]1[CH:3]=[CH:4][CH:5]=[CH:6][CH:7]=1, predict the reactants needed to synthesize it. The reactants are: [CH2:1]([O:8][C:9]1[CH:14]=[CH:13][C:12]([CH2:15][C@H:16]([O:29][CH2:30][CH3:31])[C:17](N[C@H](C2C=CC=CC=2)CO)=[O:18])=[CH:11][CH:10]=1)[C:2]1[CH:7]=[CH:6][CH:5]=[CH:4][CH:3]=1.S(=O)(=O)(O)[OH:33]. (2) The reactants are: CC1(C)C(C)(C)OB([C:9]2[CH2:10][CH2:11][N:12]([C:15]([O:17][C:18]([CH3:21])([CH3:20])[CH3:19])=[O:16])[CH2:13][CH:14]=2)O1.FC(F)(F)S(O[C:29]1[C:38]2[C:33](=[CH:34][C:35]([F:39])=[CH:36][CH:37]=2)[CH:32]=[CH:31][CH:30]=1)(=O)=O.C(=O)([O-])[O-].[K+].[K+]. Given the product [F:39][C:35]1[CH:34]=[C:33]2[C:38](=[CH:37][CH:36]=1)[C:29]([C:9]1[CH2:10][CH2:11][N:12]([C:15]([O:17][C:18]([CH3:19])([CH3:20])[CH3:21])=[O:16])[CH2:13][CH:14]=1)=[CH:30][CH:31]=[CH:32]2, predict the reactants needed to synthesize it. (3) Given the product [CH2:17]([N:14]1[CH2:15][CH2:16][CH:11]([N:10]([C:84]2[CH:85]=[CH:86][C:81]([C:80](=[O:88])[N:79]([CH:89]([CH3:91])[CH3:90])[CH:76]([CH3:78])[CH3:77])=[CH:82][CH:83]=2)[C:2]2[CH:3]=[C:4]([CH:7]=[CH:8][CH:9]=2)[C:5]([NH2:6])=[O:73])[CH2:12][CH2:13]1)[C:18]1[CH:23]=[CH:22][CH:21]=[CH:20][CH:19]=1, predict the reactants needed to synthesize it. The reactants are: Br[C:2]1[CH:3]=[C:4]([CH:7]=[CH:8][CH:9]=1)[C:5]#[N:6].[NH2:10][CH:11]1[CH2:16][CH2:15][N:14]([CH2:17][C:18]2[CH:23]=[CH:22][CH:21]=[CH:20][CH:19]=2)[CH2:13][CH2:12]1.C1C=CC(P(C2C(C3C(P(C4C=CC=CC=4)C4C=CC=CC=4)=CC=C4C=3C=CC=C4)=C3C(C=CC=C3)=CC=2)C2C=CC=CC=2)=CC=1.CC(C)([O-:73])C.[Na+].[CH:76]([N:79]([CH:89]([CH3:91])[CH3:90])[C:80](=[O:88])[C:81]1[CH:86]=[CH:85][C:84](Br)=[CH:83][CH:82]=1)([CH3:78])[CH3:77]. (4) Given the product [CH2:1]([O:3][C:4](=[O:24])[CH:5]([C:17]1[CH:18]=[C:19]([CH3:23])[CH:20]=[CH:21][CH:22]=1)[C:6](=[O:16])[C:7]1[CH:8]=[CH:9][C:10]2[N:11]([N:13]=[CH:14][N:15]=2)[CH:12]=1)[CH3:2], predict the reactants needed to synthesize it. The reactants are: [CH2:1]([O:3][C:4](=[O:24])[CH:5]([C:17]1[CH:18]=[C:19]([CH3:23])[CH:20]=[CH:21][CH:22]=1)[CH:6]([OH:16])[C:7]1[CH:8]=[CH:9][C:10]2[N:11]([N:13]=[CH:14][N:15]=2)[CH:12]=1)[CH3:2].CC(OI1(OC(C)=O)(OC(C)=O)OC(=O)C2C=CC=CC1=2)=O. (5) Given the product [Cl:1][C:2]1[CH:8]=[CH:7][C:5]([NH:6][C:26]([C:23]2[CH:24]=[N:25][C:20]([N:15]3[CH:19]=[N:18][CH:17]=[N:16]3)=[CH:21][CH:22]=2)=[O:27])=[CH:4][C:3]=1[C:9]1[CH:14]=[CH:13][CH:12]=[CH:11][N:10]=1, predict the reactants needed to synthesize it. The reactants are: [Cl:1][C:2]1[CH:8]=[CH:7][C:5]([NH2:6])=[CH:4][C:3]=1[C:9]1[CH:14]=[CH:13][CH:12]=[CH:11][N:10]=1.[N:15]1([C:20]2[N:25]=[CH:24][C:23]([C:26](O)=[O:27])=[CH:22][CH:21]=2)[CH:19]=[N:18][CH:17]=[N:16]1. (6) The reactants are: [BH4-].[Na+].C(O)(=O)C(C(C(O)=O)O)O.[O:13]1[CH2:17][CH2:16][O:15][CH:14]1[C:18]1[S:19][C:20]([C:23](=[O:29])[C:24]([O:26][CH2:27][CH3:28])=[O:25])=[CH:21][N:22]=1. Given the product [O:15]1[CH2:16][CH2:17][O:13][CH:14]1[C:18]1[S:19][C:20]([CH:23]([OH:29])[C:24]([O:26][CH2:27][CH3:28])=[O:25])=[CH:21][N:22]=1, predict the reactants needed to synthesize it. (7) Given the product [C:1]([OH:12])(=[O:11])[CH2:2][CH2:3][CH2:4][CH2:5][CH2:6][CH2:7][CH2:8]/[CH:9]=[CH:10]\[CH2:13][CH2:14][CH2:15][CH2:16][CH2:17][CH2:18][CH2:19][CH3:20], predict the reactants needed to synthesize it. The reactants are: [C:1]([OH:12])(=[O:11])[CH:2]=[CH:3][CH2:4][CH2:5][CH2:6][CH2:7][CH2:8][CH2:9][CH3:10].[CH2:13]=[CH:14][CH2:15][CH2:16][CH2:17][CH2:18][CH2:19][CH2:20]CC. (8) Given the product [F:1][C:2]([CH3:12])([CH3:11])[CH:3]([C:5]1[CH:6]=[N:7][CH:8]=[CH:9][CH:10]=1)[OH:4], predict the reactants needed to synthesize it. The reactants are: [F:1][C:2]([CH3:12])([CH3:11])[C:3]([C:5]1[CH:6]=[N:7][CH:8]=[CH:9][CH:10]=1)=[O:4].[BH4-].[Na+].